The task is: Predict the product of the given reaction.. This data is from Forward reaction prediction with 1.9M reactions from USPTO patents (1976-2016). (1) Given the reactants [CH2:1]([O:5][CH2:6][CH2:7][CH2:8][CH2:9]OC=C)[CH:2]1[O:4][CH2:3]1.[OH2:13], predict the reaction product. The product is: [CH2:1]([O:5][CH:6]([OH:13])[CH2:7][CH2:8][CH3:9])[CH:2]1[O:4][CH2:3]1. (2) Given the reactants C(OC(=O)COC1C=CC(Cl)=CC=1C#CC1C=C(S(CCC)(=O)=O)C=CC=1F)(C)(C)C.[C:32]([O:36][C:37](=[O:49])[CH2:38][O:39][C:40]1[CH:45]=[CH:44][C:43]([Cl:46])=[CH:42][C:41]=1[C:47]#[CH:48])([CH3:35])([CH3:34])[CH3:33].Br[C:51]1[CH:65]=[CH:64][C:54]2[C:55]([CH3:63])([OH:62])[C:56]([CH3:61])([CH3:60])[S:57](=[O:59])(=[O:58])[C:53]=2[CH:52]=1, predict the reaction product. The product is: [C:32]([O:36][C:37](=[O:49])[CH2:38][O:39][C:40]1[CH:45]=[CH:44][C:43]([Cl:46])=[CH:42][C:41]=1[C:47]#[C:48][C:51]1[CH:65]=[CH:64][C:54]2[C:55]([OH:62])([CH3:63])[C:56]([CH3:61])([CH3:60])[S:57](=[O:58])(=[O:59])[C:53]=2[CH:52]=1)([CH3:35])([CH3:34])[CH3:33]. (3) The product is: [C:36]([N:32]1[CH2:33][CH2:34][N:29]([C@H:26]2[CH2:27][CH2:28][C@H:23]([C:21]([NH:20][C:12]3[C:13]4=[N:14][CH:15]=[CH:16][CH:17]=[C:18]4[O:19][C:11]=3[C:9]([NH:8][C:5]3[CH:4]=[CH:3][C:2]([Cl:1])=[CH:7][N:6]=3)=[O:10])=[O:22])[CH2:24][CH2:25]2)[C:30](=[O:35])[CH2:31]1)(=[O:38])[CH3:37]. Given the reactants [Cl:1][C:2]1[CH:3]=[CH:4][C:5]([NH:8][C:9]([C:11]2[O:19][C:18]3[C:13](=[N:14][CH:15]=[CH:16][CH:17]=3)[C:12]=2[NH:20][C:21]([C@H:23]2[CH2:28][CH2:27][C@H:26]([N:29]3[CH2:34][CH2:33][NH:32][CH2:31][C:30]3=[O:35])[CH2:25][CH2:24]2)=[O:22])=[O:10])=[N:6][CH:7]=1.[C:36](Cl)(=[O:38])[CH3:37], predict the reaction product. (4) Given the reactants O=[C:2]1[N:11]([C:12]([O:14][C:15]([CH3:18])([CH3:17])[CH3:16])=[O:13])[CH2:10][CH2:9][CH2:8][C:3]21[CH2:7][CH:6]=[CH:5][CH2:4]2.[OH-:19].[Na+].OO, predict the reaction product. The product is: [OH:19][CH:5]1[CH2:6][CH2:7][C:3]2([CH2:8][CH2:9][CH2:10][N:11]([C:12]([O:14][C:15]([CH3:18])([CH3:17])[CH3:16])=[O:13])[CH2:2]2)[CH2:4]1. (5) Given the reactants [F:1][C:2]1[CH:7]=[C:6](OC)[CH:5]=[C:4](F)[C:3]=1[C:11]1[S:12][CH:13]=[C:14]([C:16]([OH:18])=[O:17])[N:15]=1.[Cl:19]C1C(F)=C(B(O)O)C=CC=1, predict the reaction product. The product is: [Cl:19][C:7]1[C:2]([F:1])=[C:3]([C:11]2[S:12][CH:13]=[C:14]([C:16]([OH:18])=[O:17])[N:15]=2)[CH:4]=[CH:5][CH:6]=1. (6) Given the reactants Br[C:2]1[CH:7]=[CH:6][CH:5]=[CH:4][C:3]=1[N+:8]([O-:10])=[O:9].[O:11]1[CH:15]=[CH:14][CH2:13][CH2:12]1.C1C2C=CC(=C(P(C3C=CC=CC=3)C3C=CC=CC=3)C=2)CCC2C=CC(=C(P(C3C=CC=CC=3)C3C=CC=CC=3)C=2)C1.C1OC2C=CC(P(C3C=CC=CC=3)C3C=CC=CC=3)=C(C3C4OCCOC=4C=CC=3P(C3C=CC=CC=3)C3C=CC=CC=3)C=2OC1.C1OC2C(C3C4OCOC=4C=CC=3P(C3C=CC=CC=3)C3C=CC=CC=3)=C(P(C3C=CC=CC=3)C3C=CC=CC=3)C=CC=2O1.C1(P(C2C=CC=CC=2)C(CC(P(C2C=CC=CC=2)C2C=CC=CC=2)C)C)C=CC=CC=1, predict the reaction product. The product is: [O:11]1[CH:12]=[CH:13][CH2:14][CH:15]1[C:2]1[CH:7]=[CH:6][CH:5]=[CH:4][C:3]=1[N+:8]([O-:10])=[O:9]. (7) Given the reactants FC(F)(F)C(O)=O.[CH3:8][O:9][C:10](=[O:33])[C:11]1[CH:16]=[C:15]([O:17]COC)[CH:14]=[C:13]([O:21][C:22]2[CH:23]=[N:24][C:25]([S:28]([CH2:31][CH3:32])(=[O:30])=[O:29])=[CH:26][CH:27]=2)[CH:12]=1, predict the reaction product. The product is: [CH3:8][O:9][C:10](=[O:33])[C:11]1[CH:16]=[C:15]([OH:17])[CH:14]=[C:13]([O:21][C:22]2[CH:23]=[N:24][C:25]([S:28]([CH2:31][CH3:32])(=[O:30])=[O:29])=[CH:26][CH:27]=2)[CH:12]=1.